Dataset: Reaction yield outcomes from USPTO patents with 853,638 reactions. Task: Predict the reaction yield, written as a fraction of the theoretical maximum amount of product (1.0 means a 100% yield; for example, 0.34 means a 34% yield). The reactants are [CH3:1][N:2]([CH2:4][C:5]1[O:9][C:8]([C:10]2[CH:15]=[CH:14][CH:13]=[CH:12][C:11]=2[CH:16]([OH:21])[C:17]([F:20])([F:19])[F:18])=[CH:7][CH:6]=1)[CH3:3].[NH2:22][C:23]1[N:28]=[C:27](Cl)[CH:26]=[C:25]([Cl:30])[N:24]=1.C(=O)([O-])[O-].[Cs+].[Cs+].O1CCOCC1. The catalyst is C(OCC)(=O)C. The product is [Cl:30][C:25]1[CH:26]=[C:27]([O:21][CH:16]([C:11]2[CH:12]=[CH:13][CH:14]=[CH:15][C:10]=2[C:8]2[O:9][C:5]([CH2:4][N:2]([CH3:1])[CH3:3])=[CH:6][CH:7]=2)[C:17]([F:18])([F:20])[F:19])[N:28]=[C:23]([NH2:22])[N:24]=1. The yield is 0.870.